This data is from CYP3A4 inhibition data for predicting drug metabolism from PubChem BioAssay. The task is: Regression/Classification. Given a drug SMILES string, predict its absorption, distribution, metabolism, or excretion properties. Task type varies by dataset: regression for continuous measurements (e.g., permeability, clearance, half-life) or binary classification for categorical outcomes (e.g., BBB penetration, CYP inhibition). Dataset: cyp3a4_veith. The molecule is Oc1ccc(C(=S)N2CCCCCC2)cc1. The result is 0 (non-inhibitor).